Dataset: Peptide-MHC class I binding affinity with 185,985 pairs from IEDB/IMGT. Task: Regression. Given a peptide amino acid sequence and an MHC pseudo amino acid sequence, predict their binding affinity value. This is MHC class I binding data. (1) The peptide sequence is GLLEWIFRAL. The MHC is HLA-A02:01 with pseudo-sequence HLA-A02:01. The binding affinity (normalized) is 0.438. (2) The peptide sequence is RPWMLDKYF. The MHC is HLA-B15:01 with pseudo-sequence HLA-B15:01. The binding affinity (normalized) is 0.0847. (3) The peptide sequence is KFKRKLMYV. The MHC is HLA-A31:01 with pseudo-sequence HLA-A31:01. The binding affinity (normalized) is 0.540. (4) The peptide sequence is VSQGIRQVL. The MHC is Mamu-A70103 with pseudo-sequence Mamu-A70103. The binding affinity (normalized) is 0.0439. (5) The peptide sequence is TRAPAPFPL. The MHC is HLA-A24:03 with pseudo-sequence HLA-A24:03. The binding affinity (normalized) is 0.0847. (6) The peptide sequence is SENDRLRLL. The MHC is Mamu-A11 with pseudo-sequence Mamu-A11. The binding affinity (normalized) is 0.673.